From a dataset of Blood-brain barrier penetration binary classification data from Martins et al.. Regression/Classification. Given a drug SMILES string, predict its absorption, distribution, metabolism, or excretion properties. Task type varies by dataset: regression for continuous measurements (e.g., permeability, clearance, half-life) or binary classification for categorical outcomes (e.g., BBB penetration, CYP inhibition). Dataset: bbb_martins. (1) The molecule is CC(=O)OCC(=O)OCC/C(SC(=O)c1ccco1)=C(/C)N(C=O)Cc1cnc(C)nc1N. The result is 1 (penetrates BBB). (2) The result is 0 (does not penetrate BBB). The molecule is CN[C@H](CC(C)C)C(=O)NC1C(=O)N[C@@H](CC(N)=O)C(=O)N[C@H]2C(=O)N[C@H]3C(=O)N[C@H](C(=O)N[C@@H](C(=O)O)c4cc(O)cc(O)c4-c4cc3ccc4O)[C@H](O)c3ccc(c(Cl)c3)Oc3cc2cc(c3O[C@@H]2O[C@H](CO)[C@@H](O)[C@H](O)[C@H]2O[C@H]2C[C@](C)(N)[C@H](O)[C@H](C)O2)Oc2ccc(cc2Cl)[C@H]1O. (3) The compound is O=C1CC[C@@]2(O)[C@H]3Cc4ccc(O)c5c4[C@@]2(CCN3CC2CC2)[C@H]1O5. The result is 1 (penetrates BBB). (4) The molecule is CN1CCN(c2cc3c(nn2)Oc2ccccc2N3C)CC1. The result is 1 (penetrates BBB). (5) The drug is O=C(O)CNC(=O)c1ccccc1O. The result is 1 (penetrates BBB).